Dataset: Catalyst prediction with 721,799 reactions and 888 catalyst types from USPTO. Task: Predict which catalyst facilitates the given reaction. (1) Reactant: [CH:1]1([N:4]2[C:9](=[O:10])[C:8]3[C:11]([NH:18][C:19]4[CH:24]=[CH:23][C:22]([I:25])=[CH:21][C:20]=4[F:26])=[C:12]([F:17])[C:13](=[O:16])[N:14]([CH3:15])[C:7]=3[C:6]([C:27]3[CH:32]=[CH:31][CH:30]=[C:29]([N+:33]([O-])=O)[CH:28]=3)=[N:5]2)[CH2:3][CH2:2]1.[CH3:36][S:37](Cl)(=[O:39])=[O:38]. Product: [CH:1]1([N:4]2[C:9](=[O:10])[C:8]3[C:11]([NH:18][C:19]4[CH:24]=[CH:23][C:22]([I:25])=[CH:21][C:20]=4[F:26])=[C:12]([F:17])[C:13](=[O:16])[N:14]([CH3:15])[C:7]=3[C:6]([C:27]3[CH:28]=[C:29]([NH:33][S:37]([CH3:36])(=[O:39])=[O:38])[CH:30]=[CH:31][CH:32]=3)=[N:5]2)[CH2:3][CH2:2]1. The catalyst class is: 298. (2) Reactant: [CH3:1][O:2][C:3]([C:5]1[CH:10]=[CH:9][C:8]([C:11]([O:13]C)=[O:12])=[CH:7][C:6]=1[Cl:15])=[O:4].CO.O.[OH-].[Li+].Cl. Product: [Cl:15][C:6]1[CH:7]=[C:8]([CH:9]=[CH:10][C:5]=1[C:3]([O:2][CH3:1])=[O:4])[C:11]([OH:13])=[O:12]. The catalyst class is: 132. (3) Reactant: [Br:1][C:2]1[N:7]=[C:6]([NH:8][CH2:9][C:10]2[CH:11]=[CH:12][C:13]3[O:17][CH2:16][CH2:15][C:14]=3[CH:18]=2)[C:5]([NH2:19])=[N:4][CH:3]=1.[N:20]([O-])=O.[Na+]. Product: [Br:1][C:2]1[N:7]=[C:6]2[N:8]([CH2:9][C:10]3[CH:11]=[CH:12][C:13]4[O:17][CH2:16][CH2:15][C:14]=4[CH:18]=3)[N:20]=[N:19][C:5]2=[N:4][CH:3]=1. The catalyst class is: 313. (4) Reactant: [Br:1][C:2]1[CH:7]=[CH:6][C:5]([C:8]2[N:9]=[C:10]([C:22]3[CH:27]=[CH:26][C:25]([F:28])=[CH:24][CH:23]=3)[O:11][C:12]=2[C@@H:13]2[CH2:18][CH2:17][CH2:16][CH2:15][C@H:14]2[C:19](O)=[O:20])=[CH:4][CH:3]=1.CN(C(ON1N=[N:44][C:39]2[CH:40]=[CH:41]C=[N:43][C:38]1=2)=[N+](C)C)C.F[P-](F)(F)(F)(F)F.CCN(C(C)C)C(C)C. Product: [Br:1][C:2]1[CH:7]=[CH:6][C:5]([C:8]2[N:9]=[C:10]([C:22]3[CH:23]=[CH:24][C:25]([F:28])=[CH:26][CH:27]=3)[O:11][C:12]=2[C@@H:13]2[CH2:18][CH2:17][CH2:16][CH2:15][C@H:14]2[C:19]([NH:44][C:39]2([C:38]#[N:43])[CH2:41][CH2:40]2)=[O:20])=[CH:4][CH:3]=1. The catalyst class is: 3. (5) Reactant: [NH2:1][C:2]1[CH:7]=[CH:6][C:5]([OH:8])=[C:4]([CH2:9][CH3:10])[CH:3]=1.C(N(CC)CC)C.[C:18](O[C:18]([O:20][C:21]([CH3:24])([CH3:23])[CH3:22])=[O:19])([O:20][C:21]([CH3:24])([CH3:23])[CH3:22])=[O:19]. Product: [CH2:9]([C:4]1[CH:3]=[C:2]([NH:1][C:18](=[O:19])[O:20][C:21]([CH3:24])([CH3:23])[CH3:22])[CH:7]=[CH:6][C:5]=1[OH:8])[CH3:10]. The catalyst class is: 5. (6) Reactant: [NH2:1][C:2]([CH3:19])([CH2:5][O:6][C:7]1[C:8]([F:18])=[CH:9][C:10]2[CH2:14][O:13][B:12]([OH:15])[C:11]=2[C:16]=1[Cl:17])[C:3]#[N:4].[F:20][C:21]([F:33])([F:32])[O:22][C:23]1[CH:31]=[CH:30][C:26]([C:27](O)=[O:28])=[CH:25][CH:24]=1.CN(C(ON1N=NC2C=CC=NC1=2)=[N+](C)C)C.F[P-](F)(F)(F)(F)F.CCN(C(C)C)C(C)C. Product: [Cl:17][C:16]1[C:11]2[B:12]([OH:15])[O:13][CH2:14][C:10]=2[CH:9]=[C:8]([F:18])[C:7]=1[O:6][CH2:5][C:2]([NH:1][C:27](=[O:28])[C:26]1[CH:30]=[CH:31][C:23]([O:22][C:21]([F:20])([F:32])[F:33])=[CH:24][CH:25]=1)([C:3]#[N:4])[CH3:19]. The catalyst class is: 3. (7) Reactant: [NH2:1][C@@H:2]([CH2:33][C:34]1[CH:39]=[CH:38][CH:37]=[CH:36][CH:35]=1)[C@@H:3]([OH:32])[CH2:4][C@H:5]([NH:19][C:20]([C@@H:22]([NH:27][C:28](=[O:31])[O:29][CH3:30])[C:23]([CH3:26])([CH3:25])[CH3:24])=[O:21])[CH2:6][C:7]1[CH:12]=[CH:11][C:10]([C:13]2[CH:18]=[CH:17][CH:16]=[CH:15][N:14]=2)=[CH:9][CH:8]=1.[CH3:40][C:41]([CH3:64])([CH3:63])[C@H:42]([N:46]1[CH2:50][CH2:49][N:48]([CH2:51][C:52]2[N:56]([CH3:57])[C:55]3[CH:58]=[CH:59][CH:60]=[CH:61][C:54]=3[N:53]=2)[C:47]1=[O:62])[C:43](O)=[O:44].CCOP(ON1N=NC2C=CC=CC=2C1=O)(OCC)=O.C(N(CC)C(C)C)(C)C. Product: [CH3:40][C:41]([CH3:64])([CH3:63])[C@H:42]([N:46]1[CH2:50][CH2:49][N:48]([CH2:51][C:52]2[N:56]([CH3:57])[C:55]3[CH:58]=[CH:59][CH:60]=[CH:61][C:54]=3[N:53]=2)[C:47]1=[O:62])[C:43]([NH:1][C@@H:2]([CH2:33][C:34]1[CH:35]=[CH:36][CH:37]=[CH:38][CH:39]=1)[C@@H:3]([OH:32])[CH2:4][C@H:5]([NH:19][C:20]([C@@H:22]([NH:27][C:28](=[O:31])[O:29][CH3:30])[C:23]([CH3:26])([CH3:25])[CH3:24])=[O:21])[CH2:6][C:7]1[CH:12]=[CH:11][C:10]([C:13]2[CH:18]=[CH:17][CH:16]=[CH:15][N:14]=2)=[CH:9][CH:8]=1)=[O:44]. The catalyst class is: 1. (8) Reactant: C[Si](I)(C)C.[OH:6][C:7]1[CH:8]=[C:9]([CH:14]=[C:15]([O:17][C@@H:18]([CH3:22])[CH2:19][O:20]C)[CH:16]=1)[C:10]([O:12][CH3:13])=[O:11].O.O.O.O.O.S([O-])([O-])(=O)=S.[Na+].[Na+].C(=O)(O)[O-].[Na+]. Product: [OH:6][C:7]1[CH:8]=[C:9]([CH:14]=[C:15]([O:17][C@@H:18]([CH3:22])[CH2:19][OH:20])[CH:16]=1)[C:10]([O:12][CH3:13])=[O:11]. The catalyst class is: 382. (9) Reactant: [Cl:1][C:2]1[N:7]=[C:6]([NH:8][CH2:9][C:10]([CH3:13])([CH3:12])[CH3:11])[CH:5]=[CH:4][N:3]=1.[Br:14][CH2:15][C:16]1[CH:21]=[CH:20][C:19]([CH2:22]Br)=[CH:18][CH:17]=1.[H-].[Na+].O. Product: [Br:14][CH2:15][C:16]1[CH:21]=[CH:20][C:19]([CH2:22][N:8]([C:6]2[CH:5]=[CH:4][N:3]=[C:2]([Cl:1])[N:7]=2)[CH2:9][C:10]([CH3:13])([CH3:12])[CH3:11])=[CH:18][CH:17]=1. The catalyst class is: 3. (10) Reactant: [Cl:1][C:2]1[N:7]=[C:6]([C:8](OC)=[O:9])[C:5](=[O:12])[N:4]([C@H:13]2[C@H:17]([OH:18])[C@H:16]([OH:19])[C@H:15]([CH2:20][OH:21])[O:14]2)[CH:3]=1.[NH3:22]. Product: [Cl:1][C:2]1[N:7]=[C:6]([C:8]([NH2:22])=[O:9])[C:5](=[O:12])[N:4]([C@H:13]2[C@H:17]([OH:18])[C@H:16]([OH:19])[C@@H:15]([CH2:20][OH:21])[O:14]2)[CH:3]=1. The catalyst class is: 5.